From a dataset of Full USPTO retrosynthesis dataset with 1.9M reactions from patents (1976-2016). Predict the reactants needed to synthesize the given product. (1) Given the product [CH3:20][O:19][C:13]1[CH:12]=[C:11]([C:4]2[N:3]=[C:2]([N:31]3[CH2:30][CH2:29][N:28]([C:25]4[CH:24]=[CH:23][C:22]([F:21])=[CH:27][CH:26]=4)[CH2:33][CH2:32]3)[N:7]3[CH:8]=[CH:9][N:10]=[C:6]3[CH:5]=2)[CH:16]=[CH:15][C:14]=1[O:17][CH3:18], predict the reactants needed to synthesize it. The reactants are: Cl[C:2]1[N:7]2[CH:8]=[CH:9][N:10]=[C:6]2[CH:5]=[C:4]([C:11]2[CH:16]=[CH:15][C:14]([O:17][CH3:18])=[C:13]([O:19][CH3:20])[CH:12]=2)[N:3]=1.[F:21][C:22]1[CH:27]=[CH:26][C:25]([N:28]2[CH2:33][CH2:32][NH:31][CH2:30][CH2:29]2)=[CH:24][CH:23]=1.C(N(C(C)C)CC)(C)C. (2) Given the product [N+:1]([C:4]1[CH:5]=[C:6]([CH:7]=[C:8]([C:10]([F:11])([F:12])[F:13])[CH:9]=1)[O:14][CH:16]1[CH2:21][CH2:20][N:19]([C:22]([O:24][C:25]([CH3:28])([CH3:27])[CH3:26])=[O:23])[CH2:18][CH2:17]1)([O-:3])=[O:2], predict the reactants needed to synthesize it. The reactants are: [N+:1]([C:4]1[CH:5]=[C:6]([OH:14])[CH:7]=[C:8]([C:10]([F:13])([F:12])[F:11])[CH:9]=1)([O-:3])=[O:2].O[CH:16]1[CH2:21][CH2:20][N:19]([C:22]([O:24][C:25]([CH3:28])([CH3:27])[CH3:26])=[O:23])[CH2:18][CH2:17]1.C1C=CC(P(C2C=CC=CC=2)C2C=CC=CC=2)=CC=1.CC(OC(/N=N/C(OC(C)C)=O)=O)C. (3) Given the product [CH2:19]([C:18]1[C:3]([C:4]2[CH:9]=[CH:8][CH:7]=[CH:6][N:5]=2)=[N:2][O:1][C:12]=1[C:13]([O:15][CH2:16][CH3:17])=[O:14])[CH2:20][CH3:21], predict the reactants needed to synthesize it. The reactants are: [OH:1]/[N:2]=[C:3](\Cl)/[C:4]1[CH:9]=[CH:8][CH:7]=[CH:6][N:5]=1.Br[C:12](=[CH:18][CH2:19][CH2:20][CH3:21])[C:13]([O:15][CH2:16][CH3:17])=[O:14].C(N(CC)CC)C.CCCCCC. (4) Given the product [I:32][C:2]1[CH:7]=[C:6]([C:8]([F:11])([F:10])[F:9])[CH:5]=[CH:4][C:3]=1[C:12]1[N:17]=[CH:16][N:15]=[C:14]([O:18][C:19]2[C:24]3[N:25]=[C:26]([NH:28][C:29](=[O:31])[CH3:30])[S:27][C:23]=3[CH:22]=[CH:21][CH:20]=2)[CH:13]=1, predict the reactants needed to synthesize it. The reactants are: N[C:2]1[CH:7]=[C:6]([C:8]([F:11])([F:10])[F:9])[CH:5]=[CH:4][C:3]=1[C:12]1[N:17]=[CH:16][N:15]=[C:14]([O:18][C:19]2[C:24]3[N:25]=[C:26]([NH:28][C:29](=[O:31])[CH3:30])[S:27][C:23]=3[CH:22]=[CH:21][CH:20]=2)[CH:13]=1.[I-:32].[Cs+].II.N(OCCC(C)C)=O. (5) Given the product [C:23]([C:25]1[CH:30]=[CH:29][C:28]([CH2:31][CH2:32][N:4]2[CH2:5][CH2:6][C:2]([CH2:7][N:8]([CH3:22])[C:9]3[CH:21]=[CH:20][C:12]([C:13]([O:15][C:16]([CH3:17])([CH3:18])[CH3:19])=[O:14])=[CH:11][CH:10]=3)([OH:1])[CH2:3]2)=[CH:27][CH:26]=1)#[N:24], predict the reactants needed to synthesize it. The reactants are: [OH:1][C:2]1([CH2:7][N:8]([CH3:22])[C:9]2[CH:21]=[CH:20][C:12]([C:13]([O:15][C:16]([CH3:19])([CH3:18])[CH3:17])=[O:14])=[CH:11][CH:10]=2)[CH2:6][CH2:5][NH:4][CH2:3]1.[C:23]([C:25]1[CH:30]=[CH:29][C:28]([CH2:31][CH:32]=O)=[CH:27][CH:26]=1)#[N:24].C(O[BH-](OC(=O)C)OC(=O)C)(=O)C.[Na+].[OH-].[Na+]. (6) Given the product [C:1](=[O:20])([O:5][C@H:6]([N:8]1[N:12]=[N:11][C:10]([C:13]2[N:17]([CH3:18])[N:16]=[CH:15][C:14]=2[I:19])=[N:9]1)[CH3:7])[O:2][CH2:3][CH3:4], predict the reactants needed to synthesize it. The reactants are: [C:1](=[O:20])([O:5][CH:6]([N:8]1[N:12]=[N:11][C:10]([C:13]2[N:17]([CH3:18])[N:16]=[CH:15][C:14]=2[I:19])=[N:9]1)[CH3:7])[O:2][CH2:3][CH3:4].C(=O)(O[C@@H](N1N=NC(C2N(C)N=CC=2I)=N1)C)OCC. (7) Given the product [F:1][C:2]([F:18])([P:10](=[O:17])([O:14][CH2:15][CH3:16])[O:11][CH2:12][CH3:13])[C:3]1[CH:8]=[CH:7][C:6](/[CH:21]=[CH:20]/[CH2:19][OH:22])=[CH:5][CH:4]=1, predict the reactants needed to synthesize it. The reactants are: [F:1][C:2]([F:18])([P:10](=[O:17])([O:14][CH2:15][CH3:16])[O:11][CH2:12][CH3:13])[C:3]1[CH:8]=[CH:7][C:6](I)=[CH:5][CH:4]=1.[CH2:19]([OH:22])[CH:20]=[CH2:21].C1(P(C2C=CC=CC=2)C2C=CC=CC=2)C=CC=CC=1.